This data is from Full USPTO retrosynthesis dataset with 1.9M reactions from patents (1976-2016). The task is: Predict the reactants needed to synthesize the given product. (1) Given the product [CH3:52][N:53]1[C:57]([CH3:58])=[C:56]([CH2:59][N:60]2[CH2:61][CH2:62][N:63]([C:66]3[C:71]([C:72]4[CH:73]=[CH:74][C:75]([CH2:76][NH:77][C:6]([CH:3]5[CH2:4][CH2:5][O:1][CH2:2]5)=[O:8])=[CH:78][CH:79]=4)=[N:70][CH:69]=[CH:68][N:67]=3)[CH2:64][CH2:65]2)[CH:55]=[N:54]1, predict the reactants needed to synthesize it. The reactants are: [O:1]1[CH2:5][CH2:4][CH:3]([C:6]([OH:8])=O)[CH2:2]1.F[P-](F)(F)(F)(F)F.N1(O[P+](N2CCCC2)(N2CCCC2)N2CCCC2)C2C=CC=CC=2N=N1.ON1C2C=CC=CC=2N=N1.[CH3:52][N:53]1[C:57]([CH3:58])=[C:56]([CH2:59][N:60]2[CH2:65][CH2:64][N:63]([C:66]3[C:71]([C:72]4[CH:79]=[CH:78][C:75]([CH2:76][NH2:77])=[CH:74][CH:73]=4)=[N:70][CH:69]=[CH:68][N:67]=3)[CH2:62][CH2:61]2)[CH:55]=[N:54]1.C(N(C(C)C)CC)(C)C. (2) The reactants are: [C:1]([O:5][C:6](=[O:23])[NH:7][CH:8]([C:10]1[CH:15]=[C:14]([Cl:16])[C:13]([CH3:17])=[C:12]([CH:18]2[CH2:20][O:19]2)[C:11]=1[O:21][CH3:22])[CH3:9])([CH3:4])([CH3:3])[CH3:2].C(O)C.[CH3:27][CH:28]([NH2:30])[CH3:29].CCN(C(C)C)C(C)C. Given the product [Cl:16][C:14]1[C:13]([CH3:17])=[C:12]([CH:18]([OH:19])[CH2:20][NH:30][CH:28]([CH3:29])[CH3:27])[C:11]([O:21][CH3:22])=[C:10]([CH:8]([NH:7][C:6](=[O:23])[O:5][C:1]([CH3:2])([CH3:3])[CH3:4])[CH3:9])[CH:15]=1, predict the reactants needed to synthesize it. (3) Given the product [F:1][C:2]1[C:3]([F:15])=[C:4]([NH:16][NH2:17])[C:5]([F:13])=[C:6]([F:12])[C:7]=1[S:8]([NH2:11])(=[O:10])=[O:9], predict the reactants needed to synthesize it. The reactants are: [F:1][C:2]1[C:7]([S:8]([NH2:11])(=[O:10])=[O:9])=[C:6]([F:12])[C:5]([F:13])=[C:4](F)[C:3]=1[F:15].[NH2:16][NH2:17].O. (4) Given the product [F:13][C:11]1[CH:10]=[C:4]([CH:3]=[C:2]([F:1])[CH:12]=1)[C@H:5]([OH:9])[C:6]([NH:15][C@H:16]([C:20]([NH:22][N:23]1[C:29](=[O:30])[CH:28]([CH2:31][CH2:32][CH2:33][CH2:34][C:35]2[CH:36]=[CH:37][CH:38]=[CH:39][CH:40]=2)[C:27]2[CH:41]=[CH:42][CH:43]=[CH:44][C:26]=2[C:25]2[CH:45]=[CH:46][CH:47]=[CH:48][C:24]1=2)=[O:21])[CH:17]([CH3:19])[CH3:18])=[O:8], predict the reactants needed to synthesize it. The reactants are: [F:1][C:2]1[CH:3]=[C:4]([CH:10]=[C:11]([F:13])[CH:12]=1)[C@H:5]([OH:9])[C:6]([OH:8])=O.Cl.[NH2:15][C@H:16]([C:20]([NH:22][N:23]1[C:29](=[O:30])[CH:28]([CH2:31][CH2:32][CH2:33][CH2:34][C:35]2[CH:40]=[CH:39][CH:38]=[CH:37][CH:36]=2)[C:27]2[CH:41]=[CH:42][CH:43]=[CH:44][C:26]=2[C:25]2[CH:45]=[CH:46][CH:47]=[CH:48][C:24]1=2)=[O:21])[CH:17]([CH3:19])[CH3:18]. (5) Given the product [NH2:1][CH:2]([CH:4]([CH:13]1[CH2:18][CH2:16][CH2:17][CH2:14]1)[CH2:5][C:6]1[CH:7]=[CH:8][C:9]([Cl:12])=[CH:10][CH:11]=1)[CH3:3], predict the reactants needed to synthesize it. The reactants are: [NH2:1][CH:2]([CH:4]([CH2:13][CH3:14])[CH2:5][C:6]1[CH:11]=[CH:10][C:9]([Cl:12])=[CH:8][CH:7]=1)[CH3:3].N[CH:16]([CH:18](C(C)C)CC1C=CC(Cl)=CC=1)[CH3:17].C1(CC(OC)=O)CCCC1. (6) Given the product [N+:1]([C:4]1([CH2:15][CH2:14][C:16](=[O:17])[CH3:18])[CH:5]2[CH2:13][CH:9]3[CH2:8][CH:7]([CH2:12][CH:11]1[CH2:10]3)[CH2:6]2)([O-:3])=[O:2], predict the reactants needed to synthesize it. The reactants are: [N+:1]([CH:4]1[CH:11]2[CH2:12][CH:7]3[CH2:8][CH:9]([CH2:13][CH:5]1[CH2:6]3)[CH2:10]2)([O-:3])=[O:2].[CH:14]([C:16]([CH3:18])=[O:17])=[CH2:15].[OH-]. (7) The reactants are: C([O:3][C:4]([C:6]1[C:10]2[N:11]=[CH:12][N:13]=[C:14]([C:15]3[C:23]4[O:22][CH2:21][O:20][C:19]=4[CH:18]=[CH:17][C:16]=3[O:24][CH2:25][CH:26]3[CH2:28][CH2:27]3)[C:9]=2[NH:8][CH:7]=1)=[O:5])C.[Li+].[OH-]. Given the product [CH:26]1([CH2:25][O:24][C:16]2[CH:17]=[CH:18][C:19]3[O:20][CH2:21][O:22][C:23]=3[C:15]=2[C:14]2[C:9]3[NH:8][CH:7]=[C:6]([C:4]([OH:5])=[O:3])[C:10]=3[N:11]=[CH:12][N:13]=2)[CH2:27][CH2:28]1, predict the reactants needed to synthesize it. (8) Given the product [ClH:1].[ClH:24].[Cl:1][C:2]1[CH:7]=[CH:6][C:5]([C@H:8]2[C@H:17]3[CH2:18][CH2:19][NH:20][C@H:16]3[C:15]3[CH:14]=[CH:13][CH:12]=[CH:11][C:10]=3[NH:9]2)=[CH:4][CH:3]=1, predict the reactants needed to synthesize it. The reactants are: [Cl:1][C:2]1[CH:7]=[CH:6][C:5]([CH:8]2[CH:17]3[CH2:18][CH2:19][N:20](C([O-])=O)[CH:16]3[C:15]3[CH:14]=[CH:13][CH:12]=[CH:11][C:10]=3[NH:9]2)=[CH:4][CH:3]=1.[ClH:24]. (9) Given the product [CH2:19]([O:18][C:14]([C:15]1[O:16][C:10]2[C:9]([F:12])=[CH:8][N:7]=[CH:6][C:5]=2[C:4]=1[OH:13])=[O:17])[CH3:20], predict the reactants needed to synthesize it. The reactants are: C(O[C:4](=[O:13])[C:5]1[C:10](Cl)=[C:9]([F:12])[CH:8]=[N:7][CH:6]=1)C.[C:14]([O:18][CH2:19][CH3:20])(=[O:17])[CH2:15][OH:16].[H-].[Na+]. (10) Given the product [Cl-:26].[C:24]([C:16]1[C:17]([N+:21]([O-:23])=[O:22])=[CH:18][CH:19]=[CH:20][C:15]=1[O:14][CH2:13][C@@H:9]1[CH2:10][CH2:11][CH2:12][NH2+:8]1)#[N:25], predict the reactants needed to synthesize it. The reactants are: C(OC([N:8]1[CH2:12][CH2:11][CH2:10][C@H:9]1[CH2:13][O:14][C:15]1[CH:20]=[CH:19][CH:18]=[C:17]([N+:21]([O-:23])=[O:22])[C:16]=1[C:24]#[N:25])=O)(C)(C)C.[ClH:26].